This data is from Full USPTO retrosynthesis dataset with 1.9M reactions from patents (1976-2016). The task is: Predict the reactants needed to synthesize the given product. (1) Given the product [C:9]([O:8][C:7](=[O:13])[NH:6][CH:3]1[CH2:4][CH2:5][N:1]([C:16](=[O:17])[C:15](=[O:14])[CH2:19][C:20]2[CH:21]=[CH:22][CH:23]=[CH:24][CH:25]=2)[CH2:2]1)([CH3:10])([CH3:12])[CH3:11], predict the reactants needed to synthesize it. The reactants are: [NH:1]1[CH2:5][CH2:4][CH:3]([NH:6][C:7](=[O:13])[O:8][C:9]([CH3:12])([CH3:11])[CH3:10])[CH2:2]1.[O:14]=[C:15]([CH2:19][C:20]1[CH:25]=[CH:24][CH:23]=[CH:22][CH:21]=1)[C:16](O)=[O:17].C1C=CC2N(O)N=NC=2C=1.CCN(C(C)C)C(C)C.C(Cl)CCl.C(=O)(O)[O-].[Na+]. (2) Given the product [CH3:13][N:14]([CH3:20])[C@@H:15]1[CH2:19][CH2:18][N:17]([CH2:2][C:3]2[CH:12]=[CH:11][C:6]([C:7]([O:9][CH3:10])=[O:8])=[CH:5][CH:4]=2)[CH2:16]1, predict the reactants needed to synthesize it. The reactants are: Br[CH2:2][C:3]1[CH:12]=[CH:11][C:6]([C:7]([O:9][CH3:10])=[O:8])=[CH:5][CH:4]=1.[CH3:13][N:14]([CH3:20])[C@@H:15]1[CH2:19][CH2:18][NH:17][CH2:16]1.C(=O)([O-])[O-].[K+].[K+]. (3) Given the product [Br:13][C:11]1[S:10][C:9]2=[C:14]([O:15][C:17](=[O:20])[CH2:2][CH2:3][CH2:4][CH2:5][CH2:7][CH2:8][CH2:9][CH3:14])[C:4]3[CH:3]=[C:2]([Br:1])[S:6][C:5]=3[C:7]([O:16][C:23](=[O:32])[CH2:24][CH2:25][CH2:26][CH2:27][CH2:28][CH2:29][CH2:30][CH3:31])=[C:8]2[CH:12]=1, predict the reactants needed to synthesize it. The reactants are: [Br:1][C:2]1[S:6][C:5]2[C:7](=[O:16])[C:8]3[CH:12]=[C:11]([Br:13])[S:10][C:9]=3[C:14](=[O:15])[C:4]=2[CH:3]=1.[C:17](=[O:20])([O-])[O-].[K+].[K+].[C:23](Cl)(=[O:32])[CH2:24][CH2:25][CH2:26][CH2:27][CH2:28][CH2:29][CH2:30][CH3:31].